Task: Predict the reaction yield, written as a fraction of the theoretical maximum amount of product (1.0 means a 100% yield; for example, 0.34 means a 34% yield).. Dataset: Reaction yield outcomes from USPTO patents with 853,638 reactions (1) The reactants are Cl[C:2]1[CH:3]=[C:4]2[C:8](=[CH:9][CH:10]=1)[N:7]([C:11]([O:13][C:14]([CH3:17])([CH3:16])[CH3:15])=[O:12])[CH:6]=[CH:5]2.[CH3:18][C:19]1([CH3:35])[C:23]([CH3:25])([CH3:24])[O:22][B:21]([B:21]2[O:22][C:23]([CH3:25])([CH3:24])[C:19]([CH3:35])([CH3:18])[O:20]2)[O:20]1.C(O[K])(C)=O. The catalyst is CN(C=O)C.CC(C1C=C(C(C)C)C(C2C=CC=CC=2P(C2CCCCC2)C2CCCCC2)=C(C(C)C)C=1)C. The product is [CH3:18][C:19]1([CH3:35])[C:23]([CH3:25])([CH3:24])[O:22][B:21]([C:2]2[CH:3]=[C:4]3[C:8](=[CH:9][CH:10]=2)[N:7]([C:11]([O:13][C:14]([CH3:17])([CH3:16])[CH3:15])=[O:12])[CH:6]=[CH:5]3)[O:20]1. The yield is 0.730. (2) The reactants are [O:1]1[CH2:6][CH:5]=[C:4]([C:7]2[CH:28]=[CH:27][C:10]3[C:11]4[N:15]([CH2:16][CH2:17][O:18][C:9]=3[CH:8]=2)[CH:14]=[C:13]([C:19]2[N:20]([CH:24]([CH3:26])[CH3:25])[N:21]=[CH:22][N:23]=2)[N:12]=4)[CH2:3][CH2:2]1. The catalyst is [OH-].[OH-].[Pd+2].C(OCC)(=O)C. The product is [CH:24]([N:20]1[C:19]([C:13]2[N:12]=[C:11]3[C:10]4[CH:27]=[CH:28][C:7]([CH:4]5[CH2:5][CH2:6][O:1][CH2:2][CH2:3]5)=[CH:8][C:9]=4[O:18][CH2:17][CH2:16][N:15]3[CH:14]=2)=[N:23][CH:22]=[N:21]1)([CH3:26])[CH3:25]. The yield is 0.710.